Dataset: Reaction yield outcomes from USPTO patents with 853,638 reactions. Task: Predict the reaction yield, written as a fraction of the theoretical maximum amount of product (1.0 means a 100% yield; for example, 0.34 means a 34% yield). (1) The reactants are [N:1]12[CH2:8][CH2:7][CH:4]([CH2:5][CH2:6]1)[CH2:3][C@H:2]2O.FC1C([O:17][C:18](=O)[O:19]C2C(F)=C(F)C(F)=C(F)C=2F)=C(F)C(F)=C(F)C=1F.[C:36]1([C@H:42]2[C:51]3[C:46](=[CH:47][CH:48]=[CH:49][CH:50]=3)[CH2:45][CH2:44][NH:43]2)[CH:41]=[CH:40][CH:39]=[CH:38][CH:37]=1.[C:52]([OH:59])(=[O:58])[CH2:53][CH2:54][C:55]([OH:57])=[O:56]. The catalyst is ClCCl.CC(C)=O. The product is [CH:39]1[CH:40]=[CH:41][C:36]([C@@H:42]2[N:43]([C:18]([O:19][C@@H:3]3[CH:4]4[CH2:7][CH2:8][N:1]([CH2:6][CH2:5]4)[CH2:2]3)=[O:17])[CH2:44][CH2:45][C:46]3[CH:47]=[CH:48][CH:49]=[CH:50][C:51]2=3)=[CH:37][CH:38]=1.[CH2:53]([C:52]([OH:59])=[O:58])[CH2:54][C:55]([OH:57])=[O:56]. The yield is 0.794. (2) The reactants are CO[C:3](=[O:25])[C:4]1[CH:9]=[CH:8][C:7]([O:10][CH2:11][C:12]2[C:13]([C:18]3[CH:23]=[CH:22][CH:21]=[C:20]([F:24])[CH:19]=3)=[N:14][O:15][C:16]=2[CH3:17])=[N:6][CH:5]=1.[NH2:26][CH:27]1[CH2:32][CH2:31][O:30][CH2:29][CH2:28]1. No catalyst specified. The product is [F:24][C:20]1[CH:19]=[C:18]([C:13]2[C:12]([CH2:11][O:10][C:7]3[CH:8]=[CH:9][C:4]([C:3]([NH:26][CH:27]4[CH2:32][CH2:31][O:30][CH2:29][CH2:28]4)=[O:25])=[CH:5][N:6]=3)=[C:16]([CH3:17])[O:15][N:14]=2)[CH:23]=[CH:22][CH:21]=1. The yield is 0.850. (3) The reactants are O[C:2]1[C:3](=[O:14])[NH:4][C:5](=[O:13])[C:6]=1[C:7]1[CH:12]=[CH:11][CH:10]=[CH:9][CH:8]=1.CN(C=O)C.C(Cl)(=O)C([Cl:23])=O. The catalyst is ClCCl. The product is [Cl:23][C:2]1[C:3](=[O:14])[NH:4][C:5](=[O:13])[C:6]=1[C:7]1[CH:12]=[CH:11][CH:10]=[CH:9][CH:8]=1. The yield is 0.640. (4) The reactants are C(O)(C)C.N12CCCNC1CCCC=C2.[CH3:16][C:17]1([CH3:29])[C:21]([CH3:23])([CH3:22])[O:20][B:19]([C:24]2[CH:25]=[N:26][NH:27][CH:28]=2)[O:18]1.[C:30]([CH:32]=[C:33]1[CH2:36][N:35]([C:37]([O:39][C:40]([CH3:43])([CH3:42])[CH3:41])=[O:38])[CH2:34]1)#[N:31]. The catalyst is CCCCCCC. The product is [C:30]([CH2:32][C:33]1([N:27]2[CH:28]=[C:24]([B:19]3[O:20][C:21]([CH3:22])([CH3:23])[C:17]([CH3:29])([CH3:16])[O:18]3)[CH:25]=[N:26]2)[CH2:36][N:35]([C:37]([O:39][C:40]([CH3:43])([CH3:42])[CH3:41])=[O:38])[CH2:34]1)#[N:31]. The yield is 0.905.